From a dataset of Full USPTO retrosynthesis dataset with 1.9M reactions from patents (1976-2016). Predict the reactants needed to synthesize the given product. (1) Given the product [CH2:16]([C:15]1[C:10]([CH2:9][NH:8][C:6](=[O:7])[O:5][C:1]([CH3:4])([CH3:2])[CH3:3])=[C:11]([C:25]2[CH:26]=[CH:27][C:28]([CH3:31])=[CH:29][CH:30]=2)[C:12]([CH2:21][C:22](=[O:23])[N:40]2[CH2:41][CH2:42][N:37]3[CH:38]([CH2:33][O:34][CH2:35][C:36]3=[O:43])[CH2:39]2)=[C:13]([CH3:20])[N:14]=1)[CH:17]([CH3:18])[CH3:19], predict the reactants needed to synthesize it. The reactants are: [C:1]([O:5][C:6]([NH:8][CH2:9][C:10]1[C:11]([C:25]2[CH:30]=[CH:29][C:28]([CH3:31])=[CH:27][CH:26]=2)=[C:12]([CH2:21][C:22](O)=[O:23])[C:13]([CH3:20])=[N:14][C:15]=1[CH2:16][CH:17]([CH3:19])[CH3:18])=[O:7])([CH3:4])([CH3:3])[CH3:2].Cl.[CH2:33]1[CH:38]2[CH2:39][NH:40][CH2:41][CH2:42][N:37]2[C:36](=[O:43])[CH2:35][O:34]1.F[P-](F)(F)(F)(F)F.N1(OC(N(C)C)=[N+](C)C)C2N=CC=CC=2N=N1.C(N(CC)CC)C. (2) Given the product [CH2:11]([O:13][C:14]([C:15]1[CH:16]=[C:17]([C:18]2[CH:19]=[CH:20][CH:21]=[CH:22][CH:23]=2)[N:1]([C:3]2[CH:8]=[CH:7][C:6]([O:9][CH3:10])=[CH:5][N:4]=2)[N:2]=1)=[O:26])[CH3:12], predict the reactants needed to synthesize it. The reactants are: [NH:1]([C:3]1[CH:8]=[CH:7][C:6]([O:9][CH3:10])=[CH:5][N:4]=1)[NH2:2].[CH2:11]([O:13][C:14](=[O:26])[C:15](=O)[CH2:16][C:17](=O)[C:18]1[CH:23]=[CH:22][CH:21]=[CH:20][CH:19]=1)[CH3:12]. (3) Given the product [I:1][C:2]1[CH:16]=[CH:15][C:5]2[C:6]3[CH2:11][CH2:10][N:9]([C:28]([O:27][C:23]([CH3:26])([CH3:25])[CH3:24])=[O:29])[C:8]([CH3:13])([CH3:12])[C:7]=3[O:14][C:4]=2[CH:3]=1, predict the reactants needed to synthesize it. The reactants are: [I:1][C:2]1[CH:16]=[CH:15][C:5]2[C:6]3[CH2:11][CH2:10][NH:9][C:8]([CH3:13])([CH3:12])[C:7]=3[O:14][C:4]=2[CH:3]=1.O.C(=O)(O)[O-].[Na+].[C:23]([O:27][C:28](O[C:28]([O:27][C:23]([CH3:26])([CH3:25])[CH3:24])=[O:29])=[O:29])([CH3:26])([CH3:25])[CH3:24].